Dataset: Reaction yield outcomes from USPTO patents with 853,638 reactions. Task: Predict the reaction yield, written as a fraction of the theoretical maximum amount of product (1.0 means a 100% yield; for example, 0.34 means a 34% yield). (1) The reactants are [F:1][C:2]1[CH:15]=[CH:14][C:5]([O:6][C:7]2[O:11][C:10]([CH:12]=O)=[CH:9][CH:8]=2)=[CH:4][CH:3]=1.[NH3:16].CO. The catalyst is [Ni]. The product is [F:1][C:2]1[CH:15]=[CH:14][C:5]([O:6][C:7]2[O:11][C:10]([CH2:12][NH2:16])=[CH:9][CH:8]=2)=[CH:4][CH:3]=1. The yield is 0.810. (2) The reactants are [O:1]1[C:5]2[CH:6]=[CH:7][C:8]([C:10]3([C:13]([NH:15][C:16]4[CH:17]=[CH:18][C:19]([CH2:33][OH:34])=[C:20]([C:22]5[CH:27]=[CH:26][C:25]([C:28]([N:30]([CH3:32])[CH3:31])=[O:29])=[CH:24][CH:23]=5)[CH:21]=4)=[O:14])[CH2:12][CH2:11]3)=[CH:9][C:4]=2[O:3][CH2:2]1.[C:35]1(C)C=CC(S(O)(=O)=O)=C[CH:36]=1. The catalyst is C(O)C. The product is [O:1]1[C:5]2[CH:6]=[CH:7][C:8]([C:10]3([C:13]([NH:15][C:16]4[CH:17]=[CH:18][C:19]([CH2:33][O:34][CH2:35][CH3:36])=[C:20]([C:22]5[CH:27]=[CH:26][C:25]([C:28]([N:30]([CH3:31])[CH3:32])=[O:29])=[CH:24][CH:23]=5)[CH:21]=4)=[O:14])[CH2:11][CH2:12]3)=[CH:9][C:4]=2[O:3][CH2:2]1. The yield is 0.130.